This data is from Full USPTO retrosynthesis dataset with 1.9M reactions from patents (1976-2016). The task is: Predict the reactants needed to synthesize the given product. (1) Given the product [OH:8][CH2:9][CH2:10][O:11][C:12]1[N:17]=[C:16]([CH3:18])[C:15]([C:19]2[C:20]([CH3:43])=[C:21]([CH:40]=[CH:41][CH:42]=2)[CH2:22][O:23][C:24]2[CH:25]=[C:26]3[C:30](=[CH:31][CH:32]=2)[CH:29]([CH2:33][C:34]([O:36][CH3:37])=[O:35])[C:28]2([CH2:39][CH2:38]2)[CH2:27]3)=[C:14]([CH3:44])[N:13]=1, predict the reactants needed to synthesize it. The reactants are: [Si]([O:8][CH2:9][CH2:10][O:11][C:12]1[N:17]=[C:16]([CH3:18])[C:15]([C:19]2[C:20]([CH3:43])=[C:21]([CH:40]=[CH:41][CH:42]=2)[CH2:22][O:23][C:24]2[CH:25]=[C:26]3[C:30](=[CH:31][CH:32]=2)[CH:29]([CH2:33][C:34]([O:36][CH3:37])=[O:35])[C:28]2([CH2:39][CH2:38]2)[CH2:27]3)=[C:14]([CH3:44])[N:13]=1)(C(C)(C)C)(C)C.[F-].C([N+](CCCC)(CCCC)CCCC)CCC.C(O)(=O)CC(CC(O)=O)(C(O)=O)O.O. (2) Given the product [NH2:1][C:2]1[N:7]=[CH:6][C:5]([C:8]2[CH:9]=[C:10]3[C:14](=[CH:15][CH:16]=2)[NH:13][C:12]([C:17]([OH:19])=[O:18])=[CH:11]3)=[CH:4][C:3]=1[O:22][CH2:23][C:24]1[C:25]([Cl:31])=[CH:26][CH:27]=[CH:28][C:29]=1[Cl:30], predict the reactants needed to synthesize it. The reactants are: [NH2:1][C:2]1[N:7]=[CH:6][C:5]([C:8]2[CH:9]=[C:10]3[C:14](=[CH:15][CH:16]=2)[NH:13][C:12]([C:17]([O:19]CC)=[O:18])=[CH:11]3)=[CH:4][C:3]=1[O:22][CH2:23][C:24]1[C:29]([Cl:30])=[CH:28][CH:27]=[CH:26][C:25]=1[Cl:31].O.[OH-].[Li+]. (3) The reactants are: [NH2:1][CH2:2][C@@H:3]([F:8])[C:4]([CH3:7])([OH:6])[CH3:5].[Cl:9][C:10]1[CH:18]=[C:17]([NH:19][C@H:20]2[CH2:25][CH2:24][CH2:23][CH:22]([OH:26])[CH2:21]2)[C:13]([C:14](O)=[O:15])=[CH:12][N:11]=1. Given the product [Cl:9][C:10]1[CH:18]=[C:17]([NH:19][C@H:20]2[CH2:25][CH2:24][CH2:23][CH:22]([OH:26])[CH2:21]2)[C:13]([C:14]([NH:1][CH2:2][CH:3]([F:8])[C:4]([OH:6])([CH3:7])[CH3:5])=[O:15])=[CH:12][N:11]=1, predict the reactants needed to synthesize it. (4) Given the product [C:11]([O:10][C:8]([NH:1][C@@H:2]([CH2:3][O:28][CH2:27][C@H:26]([O:29][CH2:30][CH2:31][CH3:32])[C@H:25]([C@@H:23]([O:22][CH2:21][C:20]1[CH:19]=[CH:18][C:17]([O:16][CH3:15])=[CH:39][CH:38]=1)[CH3:24])[CH2:33][CH2:34][CH:35]([CH3:37])[CH3:36])[C:4]([O:6][CH3:7])=[O:5])=[O:9])([CH3:12])([CH3:13])[CH3:14], predict the reactants needed to synthesize it. The reactants are: [N@:1]1([C:8]([O:10][C:11]([CH3:14])([CH3:13])[CH3:12])=[O:9])[CH2:3][CH:2]1[C:4]([O:6][CH3:7])=[O:5].[CH3:15][O:16][C:17]1[CH:39]=[CH:38][C:20]([CH2:21][O:22][C@H:23]([C@H:25]([CH2:33][CH2:34][CH:35]([CH3:37])[CH3:36])[C@@H:26]([O:29][CH2:30][CH2:31][CH3:32])[CH2:27][OH:28])[CH3:24])=[CH:19][CH:18]=1.B(F)(F)F.O(CC)CC.C([O-])(O)=O.[Na+]. (5) Given the product [C:6]([NH:14][C:15]1[CH:16]=[CH:17][C:18]([CH2:19][N:20]2[C:26]3[CH:27]=[CH:28][CH:29]=[CH:30][C:25]=3[N:24]([C:31]3[CH:36]=[CH:35][C:34]([CH2:37][NH:38][C:39]([O:41][C:42]([CH3:45])([CH3:44])[CH3:43])=[O:40])=[CH:33][CH:32]=3)[C:23](=[O:46])[CH:22]([CH2:47][C:48]([OH:50])=[O:49])[C:21]2=[O:52])=[CH:53][CH:54]=1)(=[O:13])[C:7]1[CH:12]=[CH:11][CH:10]=[CH:9][CH:8]=1, predict the reactants needed to synthesize it. The reactants are: O1CCCC1.[C:6]([NH:14][C:15]1[CH:54]=[CH:53][C:18]([CH2:19][N:20]2[C:26]3[CH:27]=[CH:28][CH:29]=[CH:30][C:25]=3[N:24]([C:31]3[CH:36]=[CH:35][C:34]([CH2:37][NH:38][C:39]([O:41][C:42]([CH3:45])([CH3:44])[CH3:43])=[O:40])=[CH:33][CH:32]=3)[C:23](=[O:46])[CH:22]([CH2:47][C:48]([O:50]C)=[O:49])[C:21]2=[O:52])=[CH:17][CH:16]=1)(=[O:13])[C:7]1[CH:12]=[CH:11][CH:10]=[CH:9][CH:8]=1.[OH-].[Na+].S([O-])(O)(=O)=O.[K+].